From a dataset of Forward reaction prediction with 1.9M reactions from USPTO patents (1976-2016). Predict the product of the given reaction. (1) Given the reactants [CH:1]1([N:4]2[C:8](=[O:9])[CH2:7][CH:6]([C:10]([OH:12])=O)[CH2:5]2)[CH2:3][CH2:2]1.ON1C2C=CC=CC=2N=N1.Cl.CN(C)CCCN=C=NCC.[Cl:35][C:36]1[CH:43]=[C:42]([Cl:44])[CH:41]=[CH:40][C:37]=1[CH2:38][NH2:39], predict the reaction product. The product is: [CH:1]1([N:4]2[C:8](=[O:9])[CH2:7][CH:6]([C:10]([NH:39][CH2:38][C:37]3[CH:40]=[CH:41][C:42]([Cl:44])=[CH:43][C:36]=3[Cl:35])=[O:12])[CH2:5]2)[CH2:2][CH2:3]1. (2) Given the reactants Cl[C:2]1[N:24]=[C:5]2[C:6]([NH:10][C:11]3[CH:23]=[CH:22][CH:21]=[CH:20][C:12]=3[CH2:13][N:14]([CH3:19])[S:15]([CH3:18])(=[O:17])=[O:16])=[CH:7][CH:8]=[CH:9][N:4]2[N:3]=1.[N:25]1([CH2:30][CH2:31][O:32][C:33]2[CH:38]=[CH:37][C:36]([NH2:39])=[CH:35][CH:34]=2)[CH2:29][CH2:28][CH2:27][CH2:26]1.C1(P(C2CCCCC2)C2C=CC=CC=2C2C=CC=CC=2P(C2CCCCC2)C2CCCCC2)CCCCC1, predict the reaction product. The product is: [CH3:19][N:14]([CH2:13][C:12]1[CH:20]=[CH:21][CH:22]=[CH:23][C:11]=1[NH:10][C:6]1[C:5]2[N:4]([N:3]=[C:2]([NH:39][C:36]3[CH:37]=[CH:38][C:33]([O:32][CH2:31][CH2:30][N:25]4[CH2:29][CH2:28][CH2:27][CH2:26]4)=[CH:34][CH:35]=3)[N:24]=2)[CH:9]=[CH:8][CH:7]=1)[S:15]([CH3:18])(=[O:17])=[O:16]. (3) Given the reactants [CH3:1][C:2]1[C:6]([C:7](OC)=[O:8])=[C:5]([CH3:11])[O:4][N:3]=1.[H-].[H-].[H-].[H-].[Li+].[Al+3], predict the reaction product. The product is: [CH3:1][C:2]1[C:6]([CH2:7][OH:8])=[C:5]([CH3:11])[O:4][N:3]=1. (4) Given the reactants C([O:3][C:4](=[O:19])/[CH:5]=[CH:6]/[C:7]1[CH:11]=[CH:10][N:9]([C:12]2[CH:17]=[CH:16][C:15]([F:18])=[CH:14][N:13]=2)[N:8]=1)C.O.[OH-].[Na+].Cl, predict the reaction product. The product is: [F:18][C:15]1[CH:16]=[CH:17][C:12]([N:9]2[CH:10]=[CH:11][C:7]([CH2:6][CH2:5][C:4]([OH:19])=[O:3])=[N:8]2)=[N:13][CH:14]=1. (5) Given the reactants [Br:1][C:2]1[C:3](=[O:8])[NH:4][CH:5]=[CH:6][CH:7]=1.CC(C)([O-])C.[K+].F[C:16]1[CH:21]=[CH:20][C:19]([N+:22]([O-:24])=[O:23])=[CH:18][C:17]=1[O:25][CH3:26], predict the reaction product. The product is: [Br:1][C:2]1[C:3](=[O:8])[N:4]([C:16]2[CH:21]=[CH:20][C:19]([N+:22]([O-:24])=[O:23])=[CH:18][C:17]=2[O:25][CH3:26])[CH:5]=[CH:6][CH:7]=1. (6) Given the reactants [Cl:1][C:2]1[CH:7]=[CH:6][C:5]([C:8]2[N:12]([CH3:13])[NH:11][C:10](=[O:14])[CH:9]=2)=[CH:4][CH:3]=1.Br[CH2:16][C:17]1[C:22]([CH3:23])=[CH:21][CH:20]=[CH:19][C:18]=1[N:24]1[C:28](=[O:29])[N:27]([CH3:30])[N:26]=[N:25]1.C(=O)([O-])[O-].[K+].[K+].C(#N)C, predict the reaction product. The product is: [CH3:13][N:12]1[C:8]([C:5]2[CH:4]=[CH:3][C:2]([Cl:1])=[CH:7][CH:6]=2)=[CH:9][C:10]([O:14][CH2:16][C:17]2[C:22]([CH3:23])=[CH:21][CH:20]=[CH:19][C:18]=2[N:24]2[C:28](=[O:29])[N:27]([CH3:30])[N:26]=[N:25]2)=[N:11]1. (7) Given the reactants [N+:1]([C:4]1[CH:5]=[C:6]([CH2:10][C:11]([OH:13])=O)[CH:7]=[CH:8][CH:9]=1)([O-:3])=[O:2].S(Cl)([Cl:16])=O.CN(C=O)C, predict the reaction product. The product is: [N+:1]([C:4]1[CH:5]=[C:6]([CH2:10][C:11]([Cl:16])=[O:13])[CH:7]=[CH:8][CH:9]=1)([O-:3])=[O:2].